This data is from Catalyst prediction with 721,799 reactions and 888 catalyst types from USPTO. The task is: Predict which catalyst facilitates the given reaction. (1) Reactant: [Br:1][C:2]1[S:3][C:4]([C:15](O)=O)=[C:5]([C:7]2[CH:12]=[CH:11][C:10]([Cl:13])=[CH:9][C:8]=2[Cl:14])[N:6]=1.C(Cl)Cl.CN(C)C=O.S(Cl)(Cl)=O.C(N(CC)C(C)C)(C)C.[N:39]#[C:40][NH2:41].C(O)(=O)C.[NH2:46][NH2:47].C([O-])(O)=O.[Na+]. Product: [Br:1][C:2]1[S:3][C:4]([C:15]2[NH:39][C:40]([NH2:41])=[N:46][N:47]=2)=[C:5]([C:7]2[CH:12]=[CH:11][C:10]([Cl:13])=[CH:9][C:8]=2[Cl:14])[N:6]=1. The catalyst class is: 100. (2) Reactant: [CH3:1][S:2]([C:5]1[CH:6]=[C:7]2[C:12](=[CH:13][CH:14]=1)[NH:11][CH:10]([C:15]1[CH:16]=[C:17]([NH2:21])[CH:18]=[CH:19][CH:20]=1)[C:9]([CH3:23])([CH3:22])[CH2:8]2)(=[O:4])=[O:3].[CH3:24][O:25][C:26](=[O:31])[C:27](Br)([CH3:29])[CH3:28].C(=O)([O-])[O-].[K+].[K+]. Product: [CH3:24][O:25][C:26](=[O:31])[C:27]([NH:21][C:17]1[CH:18]=[CH:19][CH:20]=[C:15]([CH:10]2[C:9]([CH3:23])([CH3:22])[CH2:8][C:7]3[C:12](=[CH:13][CH:14]=[C:5]([S:2]([CH3:1])(=[O:4])=[O:3])[CH:6]=3)[NH:11]2)[CH:16]=1)([CH3:29])[CH3:28]. The catalyst class is: 9. (3) Reactant: [F:1][C:2]1[CH:3]=[CH:4][C:5]([NH:8][NH2:9])=[N:6][CH:7]=1.[CH:10]([N:13]1[CH2:17][CH2:16][CH2:15][C@H:14]1[C:18](O)=[O:19])([CH3:12])[CH3:11].C(Cl)CCl.C1C=CC2N(O)N=NC=2C=1.O. Product: [F:1][C:2]1[CH:3]=[CH:4][C:5]([N:8]([C:18]([C@@H:14]2[CH2:15][CH2:16][CH2:17][N:13]2[CH:10]([CH3:12])[CH3:11])=[O:19])[NH2:9])=[N:6][CH:7]=1. The catalyst class is: 3. (4) Reactant: [CH3:1][O:2][C:3]1[CH:8]=[CH:7][CH:6]=[CH:5][C:4]=1[C:9]1[NH:10][C:11](=O)[C:12]2[C:17]([CH3:18])=[CH:16][S:15][C:13]=2[N:14]=1.O=P(Cl)(Cl)[Cl:22].CN(C)C1C=CC=CC=1.C([O-])(O)=O.[Na+]. Product: [Cl:22][C:11]1[C:12]2[C:17]([CH3:18])=[CH:16][S:15][C:13]=2[N:14]=[C:9]([C:4]2[CH:5]=[CH:6][CH:7]=[CH:8][C:3]=2[O:2][CH3:1])[N:10]=1. The catalyst class is: 48. (5) Reactant: [NH:1]1[CH2:5][CH2:4][CH2:3][CH2:2]1.C([O-])([O-])=O.[K+].[K+].[C:12]([O:16][C:17]([C:19]1[C:20](OS(C(F)(F)F)(=O)=O)=[N:21][C:22]2[C:27]([C:28]=1[C:29]1[CH:34]=[CH:33][CH:32]=[C:31]([Cl:35])[CH:30]=1)=[CH:26][C:25]([Cl:36])=[CH:24][CH:23]=2)=[O:18])([CH3:15])([CH3:14])[CH3:13]. Product: [C:12]([O:16][C:17]([C:19]1[C:20]([N:1]2[CH2:5][CH2:4][CH2:3][CH2:2]2)=[N:21][C:22]2[C:27]([C:28]=1[C:29]1[CH:34]=[CH:33][CH:32]=[C:31]([Cl:35])[CH:30]=1)=[CH:26][C:25]([Cl:36])=[CH:24][CH:23]=2)=[O:18])([CH3:15])([CH3:13])[CH3:14]. The catalyst class is: 58. (6) Reactant: [F:1][C:2]1[CH:3]=[CH:4][C:5]([CH3:9])=[C:6]([CH:8]=1)[NH2:7].[CH3:10][C:11](OC(C)=O)=[O:12].CCOC(C)=O. Product: [F:1][C:2]1[CH:3]=[CH:4][C:5]([CH3:9])=[C:6]([NH:7][C:11](=[O:12])[CH3:10])[CH:8]=1. The catalyst class is: 11.